This data is from Forward reaction prediction with 1.9M reactions from USPTO patents (1976-2016). The task is: Predict the product of the given reaction. (1) Given the reactants [O-:1][N+:2]1[CH:7]=[CH:6][CH:5]=[CH:4][C:3]=1[C:8]1[CH:9]=[CH:10][C:11]2[C:12]3[N:26](C4CCCCO4)[N:25]=[CH:24][C:13]=3[C:14](=[O:23])[N:15]([CH2:18][C:19]([F:22])([F:21])[F:20])[C:16]=2[CH:17]=1.[O-][N+]1C=CC=CC=1C1C=CC2C3NN(C4CCCCO4)CC=3C(=O)N(CC(F)(F)F)C=2C=1.[ClH:65], predict the reaction product. The product is: [ClH:65].[O-:1][N+:2]1[CH:7]=[CH:6][CH:5]=[CH:4][C:3]=1[C:8]1[CH:9]=[CH:10][C:11]2[C:12]3[NH:26][N:25]=[CH:24][C:13]=3[C:14](=[O:23])[N:15]([CH2:18][C:19]([F:22])([F:20])[F:21])[C:16]=2[CH:17]=1. (2) Given the reactants [CH2:1]([N:4]=[CH:5][C:6]1[CH:11]=[CH:10][C:9]([Br:12])=[CH:8][CH:7]=1)[CH:2]=[CH2:3].[CH2:13]([Mg]Br)[CH:14]=[CH2:15], predict the reaction product. The product is: [CH2:1]([NH:4][CH:5]([C:6]1[CH:7]=[CH:8][C:9]([Br:12])=[CH:10][CH:11]=1)[CH2:15][CH:14]=[CH2:13])[CH:2]=[CH2:3].